This data is from Merck oncology drug combination screen with 23,052 pairs across 39 cell lines. The task is: Regression. Given two drug SMILES strings and cell line genomic features, predict the synergy score measuring deviation from expected non-interaction effect. (1) Drug 1: NC1(c2ccc(-c3nc4ccn5c(=O)[nH]nc5c4cc3-c3ccccc3)cc2)CCC1. Drug 2: C#Cc1cccc(Nc2ncnc3cc(OCCOC)c(OCCOC)cc23)c1. Cell line: PA1. Synergy scores: synergy=6.46. (2) Drug 1: C#Cc1cccc(Nc2ncnc3cc(OCCOC)c(OCCOC)cc23)c1. Drug 2: O=C(NOCC(O)CO)c1ccc(F)c(F)c1Nc1ccc(I)cc1F. Cell line: MSTO. Synergy scores: synergy=-17.3. (3) Cell line: RKO. Drug 1: C#Cc1cccc(Nc2ncnc3cc(OCCOC)c(OCCOC)cc23)c1. Drug 2: COC1CC2CCC(C)C(O)(O2)C(=O)C(=O)N2CCCCC2C(=O)OC(C(C)CC2CCC(OP(C)(C)=O)C(OC)C2)CC(=O)C(C)C=C(C)C(O)C(OC)C(=O)C(C)CC(C)C=CC=CC=C1C. Synergy scores: synergy=38.5. (4) Drug 1: C#Cc1cccc(Nc2ncnc3cc(OCCOC)c(OCCOC)cc23)c1. Drug 2: Cc1nc(Nc2ncc(C(=O)Nc3c(C)cccc3Cl)s2)cc(N2CCN(CCO)CC2)n1. Cell line: A427. Synergy scores: synergy=67.0. (5) Drug 1: COc1cc(C2c3cc4c(cc3C(OC3OC5COC(C)OC5C(O)C3O)C3COC(=O)C23)OCO4)cc(OC)c1O. Drug 2: Cc1nc(Nc2ncc(C(=O)Nc3c(C)cccc3Cl)s2)cc(N2CCN(CCO)CC2)n1. Cell line: OCUBM. Synergy scores: synergy=13.8. (6) Drug 1: C=CCn1c(=O)c2cnc(Nc3ccc(N4CCN(C)CC4)cc3)nc2n1-c1cccc(C(C)(C)O)n1. Drug 2: CC1(c2nc3c(C(N)=O)cccc3[nH]2)CCCN1. Cell line: LOVO. Synergy scores: synergy=-3.46. (7) Synergy scores: synergy=6.97. Cell line: EFM192B. Drug 2: CCC1(O)CC2CN(CCc3c([nH]c4ccccc34)C(C(=O)OC)(c3cc4c(cc3OC)N(C)C3C(O)(C(=O)OC)C(OC(C)=O)C5(CC)C=CCN6CCC43C65)C2)C1. Drug 1: CN1C(=O)C=CC2(C)C3CCC4(C)C(NC(=O)OCC(F)(F)F)CCC4C3CCC12.